From a dataset of Reaction yield outcomes from USPTO patents with 853,638 reactions. Predict the reaction yield, written as a fraction of the theoretical maximum amount of product (1.0 means a 100% yield; for example, 0.34 means a 34% yield). (1) The reactants are [CH2:1]([S:3]([N:6]1[CH2:9][C:8]([CH2:32][C:33]#[N:34])([N:10]2[CH:14]=[C:13]([C:15]3[C:16]4[CH:23]=[CH:22][N:21](COCC[Si](C)(C)C)[C:17]=4[N:18]=[CH:19][N:20]=3)[CH:12]=[N:11]2)[CH2:7]1)(=[O:5])=[O:4])[CH3:2].[OH-].[NH4+]. The catalyst is C(#N)C.O. The product is [N:18]1[C:17]2[NH:21][CH:22]=[CH:23][C:16]=2[C:15]([C:13]2[CH:12]=[N:11][N:10]([C:8]3([CH2:32][C:33]#[N:34])[CH2:7][N:6]([S:3]([CH2:1][CH3:2])(=[O:4])=[O:5])[CH2:9]3)[CH:14]=2)=[N:20][CH:19]=1. The yield is 0.838. (2) The reactants are [C:1]1([CH3:11])[CH:6]=[CH:5][C:4]([S:7](Cl)(=[O:9])=[O:8])=[CH:3][CH:2]=1.[CH2:12]1[O:16][C@@H:15]2[C@H:17]([OH:20])[CH2:18][O:19][C@@H:14]2[C@@H:13]1[OH:21].O. The catalyst is N1C=CC=CC=1. The product is [CH3:11][C:1]1[CH:6]=[CH:5][C:4]([S:7]([O:21][C@@H:13]2[CH2:12][O:16][C@@H:15]3[C@H:17]([OH:20])[CH2:18][O:19][C@H:14]23)(=[O:9])=[O:8])=[CH:3][CH:2]=1. The yield is 0.600.